The task is: Predict the reactants needed to synthesize the given product.. This data is from Full USPTO retrosynthesis dataset with 1.9M reactions from patents (1976-2016). (1) Given the product [C:1]1([C:11]2[C:20]3[C:15](=[CH:16][CH:17]=[CH:18][CH:19]=3)[CH:14]=[CH:13][N:12]=2)[CH:6]=[CH:5][CH:4]=[CH:3][CH:2]=1, predict the reactants needed to synthesize it. The reactants are: [C:1]1(B(O)O)[CH:6]=[CH:5][CH:4]=[CH:3][CH:2]=1.Cl[C:11]1[C:20]2[C:15](=[CH:16][CH:17]=[CH:18][CH:19]=2)[CH:14]=[CH:13][N:12]=1.C1(C)C=CC=CC=1.C(=O)([O-])[O-].[Na+].[Na+]. (2) Given the product [CH2:1]([O:3][C:4]1[N:9]=[C:8]([C:10]([OH:12])=[O:11])[CH:7]=[CH:6][C:5]=1[NH:15][C:16]([C:18]1[C:22]2[C:23](=[O:33])[N:24]([CH2:29][CH2:30][O:31][CH3:32])[C:25]([CH3:27])([CH3:28])[CH2:26][C:21]=2[O:20][CH:19]=1)=[O:17])[CH3:2], predict the reactants needed to synthesize it. The reactants are: [CH2:1]([O:3][C:4]1[N:9]=[C:8]([C:10]([O:12]CC)=[O:11])[CH:7]=[CH:6][C:5]=1[NH:15][C:16]([C:18]1[C:22]2[C:23](=[O:33])[N:24]([CH2:29][CH2:30][O:31][CH3:32])[C:25]([CH3:28])([CH3:27])[CH2:26][C:21]=2[O:20][CH:19]=1)=[O:17])[CH3:2].O1CCCC1.O.[OH-].[Li+].Cl. (3) Given the product [CH3:29][O:31][C:32]1([C:20]2[CH:15]=[CH:14][C:13]([C:12]#[C:11][C:8]3[CH:9]=[CH:10][C:5]([C:4]([O:3][CH2:1][CH3:2])=[O:28])=[CH:6][CH:7]=3)=[CH:22][CH:21]=2)[CH2:33][CH2:38]1, predict the reactants needed to synthesize it. The reactants are: [CH2:1]([O:3][C:4](=[O:28])[C:5]1[CH:10]=[CH:9][C:8]([C:11]#[C:12][C:13]2[CH:14]=[C:15]3[C:20](=[CH:21][CH:22]=2)N(C2CC2)CCC3(C)C)=[CH:7][CH:6]=1)[CH3:2].[CH2:29]([O:31][C:32](=O)[C:33]1[CH:38]=CC(I)=CC=1)C. (4) The reactants are: [OH-].[Na+].[CH2:3]([O:5][C:6]1[CH:11]=[CH:10][CH:9]=[CH:8][C:7]=1[OH:12])[CH3:4].[O:13]1[C@H:17]([C:18]2[CH:23]=[CH:22][CH:21]=[CH:20][CH:19]=2)[C@H:14]1[CH2:15][OH:16]. Given the product [CH2:3]([O:5][C:6]1[CH:11]=[CH:10][CH:9]=[CH:8][C:7]=1[O:12][C@@H:17]([C:18]1[CH:23]=[CH:22][CH:21]=[CH:20][CH:19]=1)[C@H:14]([OH:13])[CH2:15][OH:16])[CH3:4], predict the reactants needed to synthesize it. (5) The reactants are: C[O:2][C:3](=O)[CH2:4][O:5][C:6]1[C:11]([N+:12]([O-])=O)=[C:10](Cl)[N:9]=[CH:8][N:7]=1.[Sn](Cl)(Cl)(Cl)Cl.[OH-].[Na+]. Given the product [N:7]1[C:6]2[O:5][CH2:4][C:3](=[O:2])[NH:12][C:11]=2[CH:10]=[N:9][CH:8]=1, predict the reactants needed to synthesize it. (6) Given the product [NH2:29][C:6](=[CH:5][C:3]([O:2][CH3:1])=[O:4])[CH:7]([O:9][C:10]([C:12]1[CH:17]=[CH:16][C:15]([C:18]2[CH:23]=[CH:22][CH:21]=[CH:20][CH:19]=2)=[CH:14][CH:13]=1)=[O:11])[CH3:8], predict the reactants needed to synthesize it. The reactants are: [CH3:1][O:2][C:3]([CH2:5][C:6](=O)[CH:7]([O:9][C:10]([C:12]1[CH:17]=[CH:16][C:15]([C:18]2[CH:23]=[CH:22][CH:21]=[CH:20][CH:19]=2)=[CH:14][CH:13]=1)=[O:11])[CH3:8])=[O:4].C([O-])(=O)C.[NH4+:29]. (7) Given the product [ClH:17].[CH3:1][O:2][C:3]1[CH:12]=[CH:11][C:6]([CH2:7][NH2:8])=[CH:5][C:4]=1[C:13]([F:14])([F:15])[F:16], predict the reactants needed to synthesize it. The reactants are: [CH3:1][O:2][C:3]1[CH:12]=[CH:11][C:6]([CH2:7][NH:8]C=O)=[CH:5][C:4]=1[C:13]([F:16])([F:15])[F:14].[ClH:17].C(OCC)C. (8) The reactants are: [CH3:1][C:2]1[C:23]([N:24]2[C:28]3[CH:29]=[CH:30][C:31]([C:33]([F:36])([F:35])[F:34])=[CH:32][C:27]=3[N:26]=[C:25]2[C@H:37]2[CH2:41][CH2:40][CH2:39][O:38]2)=[CH:22][CH:21]=[CH:20][C:3]=1[CH2:4][NH:5][C:6]1[CH:19]=[CH:18][C:9]2[C@H:10]([CH2:13][C:14]([O:16]C)=[O:15])[CH2:11][O:12][C:8]=2[CH:7]=1.O.[OH-].[Li+].Cl. Given the product [CH3:1][C:2]1[C:23]([N:24]2[C:28]3[CH:29]=[CH:30][C:31]([C:33]([F:35])([F:36])[F:34])=[CH:32][C:27]=3[N:26]=[C:25]2[C@H:37]2[CH2:41][CH2:40][CH2:39][O:38]2)=[CH:22][CH:21]=[CH:20][C:3]=1[CH2:4][NH:5][C:6]1[CH:19]=[CH:18][C:9]2[C@H:10]([CH2:13][C:14]([OH:16])=[O:15])[CH2:11][O:12][C:8]=2[CH:7]=1, predict the reactants needed to synthesize it. (9) Given the product [CH:72]12[N:75]([C:76]3[CH:81]=[CH:80][C:79]([NH:82][C:83]([C:85]4[C:94](=[O:95])[C:93]5[C:88](=[CH:89][CH:90]=[CH:91][C:92]=5[C:96]([F:97])([F:98])[F:99])[NH:87][CH:86]=4)=[O:84])=[C:78]([C:100]([F:103])([F:102])[F:101])[CH:77]=3)[CH:69]([CH2:70][CH2:71]1)[CH2:74][CH2:73]2, predict the reactants needed to synthesize it. The reactants are: CC1CCCO1.Cl.C12N(C3C=CC(N)=C(C(F)(F)F)C=3)C(CC1)CC2.O=C1C2C(=CC=CC=2C(F)(F)F)NC=C1C(O)=O.C(P1(=O)OP(CCC)(=O)OP(CCC)(=O)O1)CC.N1C=CC=CC=1.Cl.[CH:69]12[N:75]([C:76]3[CH:81]=[CH:80][C:79]([NH:82][C:83]([C:85]4[C:94](=[O:95])[C:93]5[C:88](=[CH:89][CH:90]=[CH:91][C:92]=5[C:96]([F:99])([F:98])[F:97])[NH:87][CH:86]=4)=[O:84])=[C:78]([C:100]([F:103])([F:102])[F:101])[CH:77]=3)[CH:72]([CH2:73][CH2:74]1)[CH2:71][CH2:70]2.Cl.